From a dataset of NCI-60 drug combinations with 297,098 pairs across 59 cell lines. Regression. Given two drug SMILES strings and cell line genomic features, predict the synergy score measuring deviation from expected non-interaction effect. (1) Drug 1: CCCS(=O)(=O)NC1=C(C(=C(C=C1)F)C(=O)C2=CNC3=C2C=C(C=N3)C4=CC=C(C=C4)Cl)F. Drug 2: C1=CC(=CC=C1CCCC(=O)O)N(CCCl)CCCl. Cell line: SK-MEL-2. Synergy scores: CSS=14.3, Synergy_ZIP=-1.95, Synergy_Bliss=0.445, Synergy_Loewe=-3.20, Synergy_HSA=-2.82. (2) Drug 1: CCC1=CC2CC(C3=C(CN(C2)C1)C4=CC=CC=C4N3)(C5=C(C=C6C(=C5)C78CCN9C7C(C=CC9)(C(C(C8N6C)(C(=O)OC)O)OC(=O)C)CC)OC)C(=O)OC.C(C(C(=O)O)O)(C(=O)O)O. Drug 2: CCC(=C(C1=CC=CC=C1)C2=CC=C(C=C2)OCCN(C)C)C3=CC=CC=C3.C(C(=O)O)C(CC(=O)O)(C(=O)O)O. Cell line: RPMI-8226. Synergy scores: CSS=64.3, Synergy_ZIP=16.0, Synergy_Bliss=17.0, Synergy_Loewe=-26.0, Synergy_HSA=13.7. (3) Drug 1: CC12CCC3C(C1CCC2O)C(CC4=C3C=CC(=C4)O)CCCCCCCCCS(=O)CCCC(C(F)(F)F)(F)F. Drug 2: COC1=C2C(=CC3=C1OC=C3)C=CC(=O)O2. Cell line: SK-OV-3. Synergy scores: CSS=-6.87, Synergy_ZIP=2.37, Synergy_Bliss=1.23, Synergy_Loewe=-4.80, Synergy_HSA=-4.15. (4) Drug 1: C1CCC(C1)C(CC#N)N2C=C(C=N2)C3=C4C=CNC4=NC=N3. Drug 2: CC1C(C(CC(O1)OC2CC(CC3=C2C(=C4C(=C3O)C(=O)C5=C(C4=O)C(=CC=C5)OC)O)(C(=O)CO)O)N)O.Cl. Cell line: CCRF-CEM. Synergy scores: CSS=39.5, Synergy_ZIP=0.952, Synergy_Bliss=0.0832, Synergy_Loewe=-29.5, Synergy_HSA=-0.796.